From a dataset of Forward reaction prediction with 1.9M reactions from USPTO patents (1976-2016). Predict the product of the given reaction. (1) Given the reactants [Br:1][C:2]1[CH:7]=[CH:6][C:5]([C:8]#[C:9][C:10]2(O)[C:23]3[CH:22]=[CH:21][CH:20]=[CH:19][C:18]=3[C:17]([C:25]#[C:26][C:27]3[CH:32]=[CH:31][C:30]([Br:33])=[CH:29][CH:28]=3)(O)[C:16]3[C:11]2=[CH:12][CH:13]=[CH:14][CH:15]=3)=[CH:4][CH:3]=1.O.O.[Sn](Cl)Cl, predict the reaction product. The product is: [Br:1][C:2]1[CH:3]=[CH:4][C:5]([C:8]#[C:9][C:10]2[C:23]3[C:18]([C:17]([C:25]#[C:26][C:27]4[CH:28]=[CH:29][C:30]([Br:33])=[CH:31][CH:32]=4)=[C:16]4[C:11]=2[CH:12]=[CH:13][CH:14]=[CH:15]4)=[CH:19][CH:20]=[CH:21][CH:22]=3)=[CH:6][CH:7]=1. (2) Given the reactants FC(F)(F)C1C=C([C:12]([OH:14])=[O:13])C=C2C=1NN=C2.Br[C:18]1[CH:26]=[C:25]2[C:21]([C:22]([C:27]([F:30])([F:29])[F:28])=[N:23][NH:24]2)=[CH:20][CH:19]=1, predict the reaction product. The product is: [F:28][C:27]([F:30])([F:29])[C:22]1[C:21]2[C:25](=[CH:26][C:18]([C:12]([OH:14])=[O:13])=[CH:19][CH:20]=2)[NH:24][N:23]=1.